This data is from Full USPTO retrosynthesis dataset with 1.9M reactions from patents (1976-2016). The task is: Predict the reactants needed to synthesize the given product. (1) Given the product [C:12]1([C:18]2[NH:10][C:6]3[CH:7]=[CH:8][CH:9]=[C:4]([OH:3])[C:5]=3[C:19]=2[C:20]2[CH:21]=[CH:22][CH:23]=[CH:24][CH:25]=2)[CH:17]=[CH:16][CH:15]=[CH:14][CH:13]=1, predict the reactants needed to synthesize it. The reactants are: Cl.C[O:3][C:4]1[CH:5]=[C:6]([NH:10]N)[CH:7]=[CH:8][CH:9]=1.[C:12]1([C:18](=O)[CH2:19][C:20]2[CH:25]=[CH:24][CH:23]=[CH:22][CH:21]=2)[CH:17]=[CH:16][CH:15]=[CH:14][CH:13]=1. (2) Given the product [CH2:18]([OH:19])[C@H:16]1[O:17][C@@H:9]([O:8][C@H:7]2[C@H:5]([OH:6])[C@@:2]([OH:1])([CH2:3][OH:4])[O:21][C@@H:20]2[CH2:22][OH:23])[C@H:10]([OH:11])[C@@H:12]([OH:13])[C@H:14]1[OH:15].[OH2:28].[CH3:26][C:25]([C:27]([O:29][CH3:30])=[O:28])=[CH2:24], predict the reactants needed to synthesize it. The reactants are: [OH:1][CH:2]1[O:21][C@H:20]([CH2:22][OH:23])[C@@H:7]([O:8][C@@H:9]2[O:17][C@H:16]([CH2:18][OH:19])[C@H:14]([OH:15])[C@H:12]([OH:13])[C@H:10]2[OH:11])[C@H:5]([OH:6])[C@H:3]1[OH:4].[CH3:24][C:25]([C:27]([O:29][CH3:30])=[O:28])=[CH2:26].[Na+].[Cl-]. (3) Given the product [Cl:1][C:2]1[C:6]([Cl:7])=[C:5]([C:8]([C:16]2[CH:20]=[CH:19][S:18][CH:17]=2)=[O:9])[S:4][N:3]=1, predict the reactants needed to synthesize it. The reactants are: [Cl:1][C:2]1[C:6]([Cl:7])=[C:5]([C:8](N(OC)C)=[O:9])[S:4][N:3]=1.I[Mg][C:16]1[CH:20]=[CH:19][S:18][CH:17]=1.Cl. (4) Given the product [CH3:3][O:4][C:5](=[O:55])[C@@H:6]([NH:22][C:23]([C@@H:25]1[CH2:34][C:33]2[CH:32]=[C:31]3[O:35][CH2:36][C@H:37]([C:39]4[CH:44]=[CH:43][C:42]([O:45][CH2:46][C:47]5[CH:52]=[CH:51][C:50]([Cl:53])=[C:49]([Cl:54])[CH:48]=5)=[CH:41][CH:40]=4)[O:38][C:30]3=[CH:29][C:28]=2[CH2:27][N:26]1[CH2:63][C:61]1[CH:60]=[CH:59][CH:58]=[C:57]([CH3:56])[N:62]=1)=[O:24])[CH2:7][C:8]1[CH:13]=[CH:12][C:11]([C:14]2[CH:19]=[CH:18][N:17]=[C:16]([CH3:20])[C:15]=2[CH3:21])=[CH:10][CH:9]=1, predict the reactants needed to synthesize it. The reactants are: Cl.Cl.[CH3:3][O:4][C:5](=[O:55])[C@@H:6]([NH:22][C:23]([C@@H:25]1[CH2:34][C:33]2[CH:32]=[C:31]3[O:35][CH2:36][C@H:37]([C:39]4[CH:44]=[CH:43][C:42]([O:45][CH2:46][C:47]5[CH:52]=[CH:51][C:50]([Cl:53])=[C:49]([Cl:54])[CH:48]=5)=[CH:41][CH:40]=4)[O:38][C:30]3=[CH:29][C:28]=2[CH2:27][NH:26]1)=[O:24])[CH2:7][C:8]1[CH:13]=[CH:12][C:11]([C:14]2[CH:19]=[CH:18][N:17]=[C:16]([CH3:20])[C:15]=2[CH3:21])=[CH:10][CH:9]=1.[CH3:56][C:57]1[N:62]=[C:61]([CH:63]=O)[CH:60]=[CH:59][CH:58]=1. (5) Given the product [Br:10][C:6]1[C:7]([F:9])=[CH:8][C:2]([F:1])=[C:3]([NH:4][C:11]2[O:41][C:25]([C:26]([NH:28][C:29]3[CH:30]=[CH:31][C:32]([N:35]4[CH2:36][CH2:37][O:38][CH2:39][CH2:40]4)=[CH:33][CH:34]=3)=[O:27])=[N:23][N:24]=2)[CH:5]=1, predict the reactants needed to synthesize it. The reactants are: [F:1][C:2]1[CH:8]=[C:7]([F:9])[C:6]([Br:10])=[CH:5][C:3]=1[NH2:4].[C:11](N1C=CN=C1)(N1C=CN=C1)=S.[NH:23]([C:25](=[O:41])[C:26]([NH:28][C:29]1[CH:34]=[CH:33][C:32]([N:35]2[CH2:40][CH2:39][O:38][CH2:37][CH2:36]2)=[CH:31][CH:30]=1)=[O:27])[NH2:24].CCN=C=NCCCN(C)C. (6) Given the product [CH3:16][C:15]1[N:14]=[C:12]([C:11]2[CH:36]=[CH:37][CH:38]=[CH:39][C:10]=2[S:9][C:4]2[CH:5]=[CH:6][CH:7]=[CH:8][C:3]=2[C:1]#[N:2])[N:22]2[C:17]=1[CH:18]=[N:19][C:20]([NH:23][C:24]1[CH:29]=[C:28]([O:30][CH3:31])[C:27]([O:32][CH3:33])=[C:26]([O:34][CH3:35])[CH:25]=1)=[N:21]2, predict the reactants needed to synthesize it. The reactants are: [C:1]([C:3]1[CH:8]=[CH:7][CH:6]=[CH:5][C:4]=1[S:9][C:10]1[CH:39]=[CH:38][CH:37]=[CH:36][C:11]=1[C:12]([NH:14][CH:15]([C:17]1[N:22]=[N:21][C:20]([NH:23][C:24]2[CH:29]=[C:28]([O:30][CH3:31])[C:27]([O:32][CH3:33])=[C:26]([O:34][CH3:35])[CH:25]=2)=[N:19][CH:18]=1)[CH3:16])=O)#[N:2].N1C=NC=N1.P(Cl)(Cl)(Cl)=O. (7) Given the product [NH2:25][CH2:24][C:21]1[N:22]=[CH:23][C:18]([C:15]2[CH:14]=[CH:13][C:12]([C@H:8]3[O:7][C:6]([CH3:33])([CH3:34])[N:5]([C:3](=[O:4])[CH:2]([F:35])[F:1])[C@@H:9]3[CH2:10][F:11])=[CH:17][CH:16]=2)=[CH:19][CH:20]=1, predict the reactants needed to synthesize it. The reactants are: [F:1][CH:2]([F:35])[C:3]([N:5]1[C@H:9]([CH2:10][F:11])[C@@H:8]([C:12]2[CH:17]=[CH:16][C:15]([C:18]3[CH:19]=[CH:20][C:21]([CH2:24][NH:25]C(=O)OC(C)(C)C)=[N:22][CH:23]=3)=[CH:14][CH:13]=2)[O:7][C:6]1([CH3:34])[CH3:33])=[O:4].N1C(C)=CC=CC=1C.[Si](OS(C(F)(F)F)(=O)=O)(C(C)(C)C)(C)C.[NH4+].[Cl-].[F-].C([N+](CCCC)(CCCC)CCCC)CCC.